Dataset: Forward reaction prediction with 1.9M reactions from USPTO patents (1976-2016). Task: Predict the product of the given reaction. (1) Given the reactants [CH2:1](Br)[C:2]([C:4]1[CH:9]=[CH:8][CH:7]=[CH:6][CH:5]=1)=[O:3].[C:11]([CH2:13][C:14]([O:16][CH3:17])=[O:15])#[N:12].CCN(C(C)C)C(C)C.Cl, predict the reaction product. The product is: [C:11]([CH:13]([CH2:1][C:2](=[O:3])[C:4]1[CH:9]=[CH:8][CH:7]=[CH:6][CH:5]=1)[C:14]([O:16][CH3:17])=[O:15])#[N:12]. (2) Given the reactants CC1(C)C(C)(C)OB(/[CH:9]=[CH:10]/[C:11]2[CH:23]=[CH:22][C:14]([CH2:15][N:16]3[CH2:21][CH2:20][O:19][CH2:18][CH2:17]3)=[CH:13][CH:12]=2)O1.[C:25]([O:29][C:30]([N:32]1[CH2:37][CH2:36][N:35]([C:38]2[NH:39][C:40]([C:45]3[CH:50]=[CH:49][N:48]=[C:47](Cl)[CH:46]=3)=[CH:41][C:42]=2[C:43]#[N:44])[CH2:34][CH2:33]1)=[O:31])([CH3:28])([CH3:27])[CH3:26], predict the reaction product. The product is: [C:25]([O:29][C:30]([N:32]1[CH2:33][CH2:34][N:35]([C:38]2[NH:39][C:40]([C:45]3[CH:50]=[CH:49][N:48]=[C:47](/[CH:9]=[CH:10]/[C:11]4[CH:12]=[CH:13][C:14]([CH2:15][N:16]5[CH2:17][CH2:18][O:19][CH2:20][CH2:21]5)=[CH:22][CH:23]=4)[CH:46]=3)=[CH:41][C:42]=2[C:43]#[N:44])[CH2:36][CH2:37]1)=[O:31])([CH3:28])([CH3:26])[CH3:27]. (3) Given the reactants [F:1][C:2]([F:7])([F:6])[C:3]([OH:5])=[O:4].Cl[C:9]1[CH:14]=[C:13]([NH:15][C:16](=[O:59])[NH:17][C@@H:18]2[CH2:22][CH2:21][N:20]([C:23]3[N:31]=[C:30]4[C:26]([N:27]=[CH:28][N:29]4[C@@H:32]4[CH2:36][C@H:35]([NH:37][C:38](=[O:41])[CH2:39][CH3:40])[C@@H:34]([OH:42])[C@H:33]4[OH:43])=[C:25]([NH:44][CH2:45][CH:46]([C:53]4[CH:58]=[CH:57][CH:56]=[CH:55][CH:54]=4)[C:47]4[CH:52]=[CH:51][CH:50]=[CH:49][CH:48]=4)[N:24]=3)[CH2:19]2)C=C(Cl)N=1.[S:61]1C=CC=[C:62]1N=C=O, predict the reaction product. The product is: [F:1][C:2]([F:7])([F:6])[C:3]([OH:5])=[O:4].[C:47]1([CH:46]([C:53]2[CH:58]=[CH:57][CH:56]=[CH:55][CH:54]=2)[CH2:45][NH:44][C:25]2[N:24]=[C:23]([N:20]3[CH2:21][CH2:22][C@@H:18]([NH:17][C:16]([NH:15][C:13]4[S:61][CH:62]=[CH:9][CH:14]=4)=[O:59])[CH2:19]3)[N:31]=[C:30]3[C:26]=2[N:27]=[CH:28][N:29]3[C@@H:32]2[CH2:36][C@H:35]([NH:37][C:38](=[O:41])[CH2:39][CH3:40])[C@@H:34]([OH:42])[C@H:33]2[OH:43])[CH:52]=[CH:51][CH:50]=[CH:49][CH:48]=1.